Task: Predict the reactants needed to synthesize the given product.. Dataset: Full USPTO retrosynthesis dataset with 1.9M reactions from patents (1976-2016) (1) Given the product [CH2:8]([NH:12][C:13]1[N:18]=[C:17]([NH:19][C@H:20]2[CH2:21][CH2:22][C@H:23]([OH:26])[CH2:24][CH2:25]2)[C:16]([C:27]2[O:31][C:30]([CH2:32][N:5]3[CH2:6][CH2:7][N:2]([CH3:1])[CH2:3][CH2:4]3)=[CH:29][CH:28]=2)=[CH:15][N:14]=1)[CH2:9][CH2:10][CH3:11], predict the reactants needed to synthesize it. The reactants are: [CH3:1][N:2]1[CH2:7][CH2:6][NH:5][CH2:4][CH2:3]1.[CH2:8]([NH:12][C:13]1[N:18]=[C:17]([NH:19][C@H:20]2[CH2:25][CH2:24][C@H:23]([OH:26])[CH2:22][CH2:21]2)[C:16]([C:27]2[O:31][C:30]([CH:32]=O)=[CH:29][CH:28]=2)=[CH:15][N:14]=1)[CH2:9][CH2:10][CH3:11].C(O)(=O)C.C(O[BH-](OC(=O)C)OC(=O)C)(=O)C.[Na+]. (2) The reactants are: [C:1]([C:4]1[CH:5]=[C:6]([CH:11]=[C:12]([C:14](=[O:20])[N:15]([CH3:19])[CH2:16][CH2:17][CH3:18])[CH:13]=1)[C:7]([O:9]C)=[O:8])(=[O:3])[CH3:2].CO.O.[Li+].[OH-]. Given the product [C:1]([C:4]1[CH:5]=[C:6]([CH:11]=[C:12]([C:14](=[O:20])[N:15]([CH3:19])[CH2:16][CH2:17][CH3:18])[CH:13]=1)[C:7]([OH:9])=[O:8])(=[O:3])[CH3:2], predict the reactants needed to synthesize it. (3) Given the product [Br:33][C:15]1[CH:16]=[CH:17][C:12]([CH:6]2[C:5]([C:1]([CH3:2])([CH3:3])[CH3:4])([OH:20])[C:9]([CH3:11])([CH3:10])[CH2:8][O:7]2)=[CH:13][C:14]=1[O:18][CH3:19], predict the reactants needed to synthesize it. The reactants are: [C:1]([C:5]1([OH:20])[C:9]([CH3:11])([CH3:10])[CH2:8][O:7][CH:6]1[C:12]1[CH:17]=[CH:16][CH:15]=[C:14]([O:18][CH3:19])[CH:13]=1)([CH3:4])([CH3:3])[CH3:2].C1COCC1.C1C(=O)N([Br:33])C(=O)C1.[Cl-].[Na+]. (4) The reactants are: [ClH:1].[NH2:2][C:3]1[C:4]2[N:5]([C:9]([CH:20]3[CH2:25][CH2:24][N:23](C(OCC4C=CC=CC=4)=O)[CH2:22][CH2:21]3)=[N:10][C:11]=2[C:12]#[C:13][C:14]2[CH:15]=[N:16][CH:17]=[CH:18][CH:19]=2)[CH:6]=[CH:7][N:8]=1. Given the product [ClH:1].[NH:23]1[CH2:22][CH2:21][CH:20]([C:9]2[N:5]3[CH:6]=[CH:7][N:8]=[C:3]([NH2:2])[C:4]3=[C:11]([C:12]#[C:13][C:14]3[CH:15]=[N:16][CH:17]=[CH:18][CH:19]=3)[N:10]=2)[CH2:25][CH2:24]1, predict the reactants needed to synthesize it. (5) Given the product [NH2:8][C@@H:9]([CH:46]([C:47]1[CH:48]=[CH:49][C:50]([F:53])=[CH:51][CH:52]=1)[C:54]1[CH:55]=[CH:56][C:57]([F:60])=[CH:58][CH:59]=1)[C:10]([NH:12][C:13]1[CH:44]=[CH:43][CH:42]=[C:41]([F:45])[C:14]=1[CH2:15][CH2:16][C@H:17]1[CH2:24][NH:23][CH2:22][C:19]2([CH2:20][CH2:21]2)[N:18]1[S:32]([C:35]1[CH:40]=[CH:39][CH:38]=[CH:37][CH:36]=1)(=[O:33])=[O:34])=[O:11], predict the reactants needed to synthesize it. The reactants are: C(OC([NH:8][C@@H:9]([CH:46]([C:54]1[CH:59]=[CH:58][C:57]([F:60])=[CH:56][CH:55]=1)[C:47]1[CH:52]=[CH:51][C:50]([F:53])=[CH:49][CH:48]=1)[C:10]([NH:12][C:13]1[CH:44]=[CH:43][CH:42]=[C:41]([F:45])[C:14]=1[CH2:15][CH2:16][C@H:17]1[CH2:24][N:23](C(OC(C)(C)C)=O)[CH2:22][C:19]2([CH2:21][CH2:20]2)[N:18]1[S:32]([C:35]1[CH:40]=[CH:39][CH:38]=[CH:37][CH:36]=1)(=[O:34])=[O:33])=[O:11])=O)(C)(C)C.C(O)(C(F)(F)F)=O.